This data is from Reaction yield outcomes from USPTO patents with 853,638 reactions. The task is: Predict the reaction yield, written as a fraction of the theoretical maximum amount of product (1.0 means a 100% yield; for example, 0.34 means a 34% yield). (1) The reactants are [OH:1][C:2]1[C:7]([CH:8]=[O:9])=[CH:6][C:5]([O:10][CH3:11])=[N:4][CH:3]=1.[Br:12][C:13]1[C:18]([CH2:19]Cl)=[CH:17][CH:16]=[CH:15][N:14]=1.C([O-])([O-])=O.[K+].[K+].O. The yield is 0.850. The catalyst is CN(C=O)C. The product is [Br:12][C:13]1[C:18]([CH2:19][O:1][C:2]2[C:7]([CH:8]=[O:9])=[CH:6][C:5]([O:10][CH3:11])=[N:4][CH:3]=2)=[CH:17][CH:16]=[CH:15][N:14]=1. (2) The reactants are [NH2:1][C:2]1[C:3]([CH3:13])=[C:4]([CH:9]=[C:10]([Br:12])[CH:11]=1)[C:5]([O:7][CH3:8])=[O:6].[C:14]([O-:17])(=O)[CH3:15].[K+].C(OC(=O)C)(=O)C.[N:26](OC(C)(C)C)=O.C1OCCOCCOCCOCCOCCOC1. The catalyst is C(Cl)(Cl)Cl. The product is [C:14]([N:1]1[C:2]2[CH:11]=[C:10]([Br:12])[CH:9]=[C:4]([C:5]([O:7][CH3:8])=[O:6])[C:3]=2[CH:13]=[N:26]1)(=[O:17])[CH3:15]. The yield is 0.983. (3) The reactants are [I:1][C:2]1[CH:7]=[CH:6][C:5]([NH:8][N:9]=[C:10]([C:13]#[N:14])[C:11]#[N:12])=[CH:4][CH:3]=1.IC1C=CC(N)=CC=1.C(#N)CC#N.O.[NH2:29][NH2:30]. No catalyst specified. The product is [NH2:14][C:13]1[C:10](=[N:9][NH:8][C:5]2[CH:6]=[CH:7][C:2]([I:1])=[CH:3][CH:4]=2)[C:11]([NH2:12])=[N:30][N:29]=1. The yield is 0.700. (4) The reactants are [F:1][C:2]1[CH:3]=[C:4]2[C:8](=[CH:9][C:10]=1[F:11])[CH2:7][C:6]([NH:15][C:16](=[O:28])[C:17]1[CH:22]=[CH:21][CH:20]=[C:19]([CH3:23])[C:18]=1[CH:24]=[C:25]([CH3:27])[CH3:26])([C:12]([OH:14])=[O:13])[CH2:5]2. The catalyst is C(O)(=O)C.[Pd]. The product is [F:1][C:2]1[CH:3]=[C:4]2[C:8](=[CH:9][C:10]=1[F:11])[CH2:7][C:6]([NH:15][C:16](=[O:28])[C:17]1[CH:22]=[CH:21][CH:20]=[C:19]([CH3:23])[C:18]=1[CH2:24][CH:25]([CH3:26])[CH3:27])([C:12]([OH:14])=[O:13])[CH2:5]2. The yield is 0.840. (5) The reactants are [OH:1][C:2]1[CH:3]=[C:4]([NH:37][S:38]([CH3:41])(=[O:40])=[O:39])[CH:5]=[C:6]([C:8]2[C:16]3[C:15]([NH:17][C@H:18]([C:20]4[N:25]([C:26]5[CH:31]=[CH:30][CH:29]=[CH:28][CH:27]=5)[C:24](=[O:32])[C:23]5=[C:33]([CH3:36])[CH:34]=[CH:35][N:22]5[N:21]=4)[CH3:19])=[N:14][CH:13]=[N:12][C:11]=3[NH:10][CH:9]=2)[CH:7]=1.C(=O)([O-])[O-].[Na+].[Na+].[Cl-].Cl[CH2:50][CH2:51][NH+:52]([CH3:54])[CH3:53].O. The catalyst is CN(C)C=O. The product is [CH3:53][N:52]([CH3:54])[CH2:51][CH2:50][O:1][C:2]1[CH:3]=[C:4]([NH:37][S:38]([CH3:41])(=[O:39])=[O:40])[CH:5]=[C:6]([C:8]2[C:16]3[C:15]([NH:17][C@H:18]([C:20]4[N:25]([C:26]5[CH:31]=[CH:30][CH:29]=[CH:28][CH:27]=5)[C:24](=[O:32])[C:23]5=[C:33]([CH3:36])[CH:34]=[CH:35][N:22]5[N:21]=4)[CH3:19])=[N:14][CH:13]=[N:12][C:11]=3[NH:10][CH:9]=2)[CH:7]=1. The yield is 0.560. (6) The reactants are Cl[C:2]1[C:7]([N+:8]([O-:10])=[O:9])=[CH:6][C:5]([N+:11]([O-:13])=[O:12])=[CH:4][C:3]=1[C:14]([F:17])([F:16])[F:15].B1([CH:29]2[CH2:31][CH2:30]2)OC(=O)CN(C)CC(=O)O1.C1(P(C2CCCCC2)C2CCCCC2)CCCCC1.C(=O)([O-])[O-].[Cs+].[Cs+].C([O-])(O)=O.[Na+]. The catalyst is CC([O-])=O.CC([O-])=O.[Pd+2].C(OCC)(=O)C.O.C1(C)C=CC=CC=1. The product is [CH:29]1([C:2]2[C:7]([N+:8]([O-:10])=[O:9])=[CH:6][C:5]([N+:11]([O-:13])=[O:12])=[CH:4][C:3]=2[C:14]([F:17])([F:16])[F:15])[CH2:31][CH2:30]1. The yield is 0.590.